Dataset: Catalyst prediction with 721,799 reactions and 888 catalyst types from USPTO. Task: Predict which catalyst facilitates the given reaction. (1) Reactant: Cl[C:2]1[CH:7]=[C:6]([C:8]2[CH:13]=[CH:12][CH:11]=[C:10]([CH3:14])[C:9]=2[CH3:15])[N:5]=[C:4]([NH2:16])[N:3]=1.[N:17]1([CH2:23][CH2:24][CH2:25][NH2:26])[CH2:22][CH2:21][O:20][CH2:19][CH2:18]1.CCN(C(C)C)C(C)C. Product: [CH3:15][C:9]1[C:10]([CH3:14])=[CH:11][CH:12]=[CH:13][C:8]=1[C:6]1[N:5]=[C:4]([NH2:16])[N:3]=[C:2]([NH:26][CH2:25][CH2:24][CH2:23][N:17]2[CH2:22][CH2:21][O:20][CH2:19][CH2:18]2)[CH:7]=1. The catalyst class is: 51. (2) Reactant: Cl[C:2](Cl)([O:4]C(=O)OC(Cl)(Cl)Cl)Cl.[Br:13][C:14]1[N:19]=[CH:18][C:17]([NH2:20])=[CH:16][CH:15]=1.C(N(CC)CC)C.[CH3:28][O:29][C:30]1[CH:36]=[CH:35][CH:34]=[CH:33][C:31]=1[NH2:32]. Product: [Br:13][C:14]1[N:19]=[CH:18][C:17]([NH:20][C:2]([NH:32][C:31]2[CH:33]=[CH:34][CH:35]=[CH:36][C:30]=2[O:29][CH3:28])=[O:4])=[CH:16][CH:15]=1. The catalyst class is: 4. (3) Reactant: [Cl:1][C:2]1[CH:7]=[C:6]([Cl:8])[CH:5]=[CH:4][C:3]=1[C:9]1[CH:13]=[C:12]([OH:14])[NH:11][N:10]=1.S(OC)(O[CH3:19])(=O)=O.C(=O)([O-])[O-].[K+].[K+].N.Cl. Product: [Cl:1][C:2]1[CH:7]=[C:6]([Cl:8])[CH:5]=[CH:4][C:3]=1[C:9]1[CH:13]=[C:12]([OH:14])[N:11]([CH3:19])[N:10]=1. The catalyst class is: 11.